Dataset: Full USPTO retrosynthesis dataset with 1.9M reactions from patents (1976-2016). Task: Predict the reactants needed to synthesize the given product. (1) Given the product [CH3:13][C:6]12[CH2:12][C:2]3([CH3:1])[CH2:9][C:8]([CH3:11])([CH2:10][C:4]([NH:14][C:31]([CH:27]4[CH2:28][CH2:29][CH2:30][N:25]([S:22]([C:17]5[CH:18]=[CH:19][CH:20]=[CH:21][C:16]=5[Cl:15])(=[O:24])=[O:23])[CH2:26]4)=[O:32])([CH2:3]3)[CH2:5]1)[CH2:7]2, predict the reactants needed to synthesize it. The reactants are: [CH3:1][C:2]12[CH2:12][C:6]3([CH3:13])[CH2:7][C:8]([CH3:11])([CH2:10][C:4]([NH2:14])([CH2:5]3)[CH2:3]1)[CH2:9]2.[Cl:15][C:16]1[CH:21]=[CH:20][CH:19]=[CH:18][C:17]=1[S:22]([N:25]1[CH2:30][CH2:29][CH2:28][C@H:27]([C:31](O)=[O:32])[CH2:26]1)(=[O:24])=[O:23].O.ON1C2C=CC=CC=2N=N1.Cl.CN(C)CCCN=C=NCC. (2) Given the product [F:42][CH:40]([F:41])[CH2:39][O:38][C:29]1[CH:30]=[C:31]([S:34]([CH3:37])(=[O:35])=[O:36])[CH:32]=[CH:33][C:28]=1[C:24]1[C:23]2[N:22]([N:21]=[C:20]([NH:19][C:17]3[CH:16]=[CH:15][C:12]4[CH2:13][CH2:14][NH:8][CH2:9][CH2:10][C:11]=4[CH:18]=3)[N:43]=2)[CH:27]=[CH:26][CH:25]=1, predict the reactants needed to synthesize it. The reactants are: C(OC([N:8]1[CH2:14][CH2:13][C:12]2[CH:15]=[CH:16][C:17]([NH:19][C:20]3[N:43]=[C:23]4[C:24]([C:28]5[CH:33]=[CH:32][C:31]([S:34]([CH3:37])(=[O:36])=[O:35])=[CH:30][C:29]=5[O:38][CH2:39][CH:40]([F:42])[F:41])=[CH:25][CH:26]=[CH:27][N:22]4[N:21]=3)=[CH:18][C:11]=2[CH2:10][CH2:9]1)=O)(C)(C)C.FC(F)(F)C(O)=O.